From a dataset of Full USPTO retrosynthesis dataset with 1.9M reactions from patents (1976-2016). Predict the reactants needed to synthesize the given product. (1) Given the product [Br:14][C:15]1[CH:23]=[C:22]2[C:18]([CH:19]=[C:20]([C:24]([NH:1][C@@H:2]3[CH2:6][CH2:5][NH:4][CH2:3]3)=[O:25])[NH:21]2)=[C:17]([F:27])[CH:16]=1, predict the reactants needed to synthesize it. The reactants are: [NH2:1][C@@H:2]1[CH2:6][CH2:5][N:4](C(OC(C)(C)C)=O)[CH2:3]1.[Br:14][C:15]1[CH:23]=[C:22]2[C:18]([CH:19]=[C:20]([C:24](O)=[O:25])[NH:21]2)=[C:17]([F:27])[CH:16]=1.N. (2) Given the product [C:17]([O:21][C:22](=[O:27])[NH:23][CH2:24][CH:25]=[CH:26][Si:2]([CH3:8])([CH3:7])[CH3:1])([CH3:20])([CH3:19])[CH3:18], predict the reactants needed to synthesize it. The reactants are: [CH3:1][Si:2]([CH3:8])([CH3:7])[Si:2]([CH3:8])([CH3:7])[CH3:1].CCOCC.C([Cu])#N.[C:17]([O:21][C:22](=[O:27])[NH:23][CH2:24][C:25]#[CH:26])([CH3:20])([CH3:19])[CH3:18]. (3) Given the product [NH2:1][C:2]([C:4]1[CH:5]=[N:6][C:7]2[C:12]([C:13]=1[NH:14][C:15]1[CH:16]=[C:17]([CH:23]=[CH:24][CH:25]=1)[C:18]([O:20][CH2:21][CH3:22])=[O:19])=[CH:11][CH:10]=[C:9]([C:38]1[C:39]([O:41][CH2:42][C:43]3[CH:44]=[CH:45][CH:46]=[CH:47][CH:48]=3)=[N:40][C:35]([O:34][CH2:27][C:28]3[CH:33]=[CH:32][CH:31]=[CH:30][CH:29]=3)=[N:36][CH:37]=1)[CH:8]=2)=[O:3], predict the reactants needed to synthesize it. The reactants are: [NH2:1][C:2]([C:4]1[CH:5]=[N:6][C:7]2[C:12]([C:13]=1[NH:14][C:15]1[CH:16]=[C:17]([CH:23]=[CH:24][CH:25]=1)[C:18]([O:20][CH2:21][CH3:22])=[O:19])=[CH:11][CH:10]=[C:9](Br)[CH:8]=2)=[O:3].[CH2:27]([O:34][C:35]1[N:40]=[C:39]([O:41][CH2:42][C:43]2[CH:48]=[CH:47][CH:46]=[CH:45][CH:44]=2)[C:38](B(O)O)=[CH:37][N:36]=1)[C:28]1[CH:33]=[CH:32][CH:31]=[CH:30][CH:29]=1.C(=O)(O)[O-].[Na+]. (4) Given the product [CH3:1][O:2][C:3]1[CH:8]=[C:7]2[C:6]([CH2:9][CH:10]([C:11]3([CH3:14])[CH2:13][CH2:12]3)[N:15]=[CH:16]2)=[CH:5][C:4]=1[O:18][CH2:19][CH2:20][CH2:21][O:22][CH3:23], predict the reactants needed to synthesize it. The reactants are: [CH3:1][O:2][C:3]1[CH:8]=[CH:7][C:6]([CH2:9][CH:10]([NH:15][CH:16]=O)[C:11]2([CH3:14])[CH2:13][CH2:12]2)=[CH:5][C:4]=1[O:18][CH2:19][CH2:20][CH2:21][O:22][CH3:23].O=P(Cl)(Cl)Cl.